This data is from Experimentally validated miRNA-target interactions with 360,000+ pairs, plus equal number of negative samples. The task is: Binary Classification. Given a miRNA mature sequence and a target amino acid sequence, predict their likelihood of interaction. (1) The protein sequence of the target gene is MAAARLLPVPAGPQPLSFQAKLTFEDVAVLLSQDEWDRLCPAQRGLYRNVMMETYGNVVSLGLPGSKPDIISQLERGEDPWVLDRKGAKKSQGLWSDYSDNLKYDHTTACTQQDSLSCPWECETKGESQNTDLSPKPLISEQTVILGKTPLGRIDQENNETKQSFCLSPNSVDHREVQVLSQSMPLTPHQAVPSGERPYMCVECGKCFGRSSHLLQHQRIHTGEKPYVCSVCGKAFSQSSVLSKHRRIHTGEKPYECNECGKAFRVSSDLAQHHKIHTGEKPHECLECRKAFTQLSHLIQ.... The miRNA is hsa-miR-4487 with sequence AGAGCUGGCUGAAGGGCAG. Result: 1 (interaction). (2) The miRNA is mmu-miR-1981-5p with sequence GUAAAGGCUGGGCUUAGACGUGGC. The protein sequence of the target gene is MRQLCRGRVLGISVAIAHGVFSGSLNILLKFLISRYQFSFLTLVQCLTSSTAALSLELLRRLGLIAVPPFGLSLARSFAGVAVLSTLQSSLTLWSLRGLSLPMYVVFKRCLPLVTMLIGVLVLKNGAPSPGVLAAVLITTCGAALAGAGDLTGDPIGYVTGVLAVLVHAAYLVLIQKASADTEHGPLTAQYVIAVSATPLLVICSFASTDSIHAWTFPGWKDPAMVSIFVACILIGCAMNFTTLHCTYINSAVTTSFVGVVKSIATITVGMVAFSDVEPTSLFIAGVVVNTLGSIIYCVA.... Result: 0 (no interaction). (3) The miRNA is hsa-miR-6758-3p with sequence ACUCAUUCUCCUCUGUCCAG. The protein sequence of the target gene is MSWRGRSTYRPRPRRYVEPPEMIGPMRPEQFSDEVEPATPEEGEPATQRQDPAAAQEGEDEGASAGQGPKPEAHSQEQGHPQTGCECEDGPDGQEMDPPNPEEVKTPEEGEKQSQC. Result: 0 (no interaction). (4) The miRNA is mmu-miR-1306-5p with sequence CACCACCUCCCCUGCAAACGUCC. The protein sequence of the target gene is MAATAAAVVAEEDTELRDLLVQTLENSGVLNRIKAELRAAVFLALEEQEKVENKTPLVNESLKKFLNTKDGRLVASLVAEFLQFFNLDFTLAVFQPETSTLQGLEGRENLARDLGIIEAEGTVGGPLLLEVIRRCQQKEKGPTTGEGALDLSDVHSPPKSPEGKTSAQTTPSKIPRYKGQGKKKTSGQKAGDKKANDEANQSDTSVSLSEPKSKSSLHLLSHETKIGSFLSNRTLDGKDKAGLCPDEDDMEGDSFFDDPIPKPEKTYGLRKEPRKQAGSLASLSDAPPLKSGLSSLAGAP.... Result: 0 (no interaction). (5) The miRNA is hsa-miR-6839-5p with sequence UCUGGAUUGAAGAGACGACCCA. The protein sequence of the target gene is MLCLCLYVPIAGAAQTEFQYFESKGLPAELKSIFKLSVFIPSQEFSTYRQWKQKIVQAGDKDLDGQLDFEEFVHYLQDHEKKLRLVFKSLDKKNDGRIDAQEIMQSLRDLGVKISEQQAEKILKSMDKNGTMTIDWNEWRDYHLLHPVENIPEIILYWKHSTIFDVGENLTVPDEFTVEERQTGMWWRHLVAGGGAGAVSRTCTAPLDRLKVLMQVHASRSNNMCIVGGFTQMIREGGAKSLWRGNGINVLKIAPESAIKFMAYEQMKRLVGSDQETLRIHERLVAGSLAGAIAQSSIYP.... Result: 0 (no interaction).